This data is from Full USPTO retrosynthesis dataset with 1.9M reactions from patents (1976-2016). The task is: Predict the reactants needed to synthesize the given product. (1) The reactants are: [C:1]([O:5][C:6]([N:8]1[CH2:13][CH2:12][CH:11]([NH:14][C:15]2[CH:20]=[CH:19][C:18]([O:21][C:22]([F:25])([F:24])[F:23])=[CH:17][CH:16]=2)[CH2:10][CH2:9]1)=[O:7])([CH3:4])([CH3:3])[CH3:2].Cl[CH2:27][C:28]1[CH:29]=[C:30]([C:34]2[CH:39]=[C:38]([O:40][CH3:41])[C:37]([O:42][CH3:43])=[C:36]([O:44][CH3:45])[CH:35]=2)[CH:31]=[N:32][CH:33]=1. Given the product [C:1]([O:5][C:6]([N:8]1[CH2:13][CH2:12][CH:11]([N:14]([C:15]2[CH:16]=[CH:17][C:18]([O:21][C:22]([F:25])([F:23])[F:24])=[CH:19][CH:20]=2)[CH2:27][C:28]2[CH:29]=[C:30]([C:34]3[CH:39]=[C:38]([O:40][CH3:41])[C:37]([O:42][CH3:43])=[C:36]([O:44][CH3:45])[CH:35]=3)[CH:31]=[N:32][CH:33]=2)[CH2:10][CH2:9]1)=[O:7])([CH3:4])([CH3:2])[CH3:3], predict the reactants needed to synthesize it. (2) The reactants are: Cl.Cl.[NH2:3][CH2:4][CH2:5][NH:6][C:7]1[CH:12]=[CH:11][N:10]=[C:9]([NH2:13])[N:8]=1.Cl[C:15]1[C:16]2[CH2:26][CH2:25][CH2:24][C:23]3[CH:27]=[CH:28][CH:29]=[CH:30][C:22]=3[C:17]=2[N:18]=[C:19]([NH2:21])[N:20]=1. Given the product [NH2:13][C:9]1[N:8]=[C:7]([NH:6][CH2:5][CH2:4][NH:3][C:15]2[C:16]3[CH2:26][CH2:25][CH2:24][C:23]4[CH:27]=[CH:28][CH:29]=[CH:30][C:22]=4[C:17]=3[N:18]=[C:19]([NH2:21])[N:20]=2)[CH:12]=[CH:11][N:10]=1, predict the reactants needed to synthesize it. (3) The reactants are: [CH2:1]([CH:3]1[O:5][CH2:4]1)Cl.[Cl:6][C:7]1[CH:35]=[CH:34][C:10]([CH2:11][C:12]2[N:13]=[C:14]([O:30][CH2:31][CH2:32][CH3:33])[C:15]3[N:20]=[C:19]([C:21]4[CH:26]=[C:25]([CH3:27])[C:24]([OH:28])=[C:23]([CH3:29])[CH:22]=4)[O:18][C:16]=3[N:17]=2)=[CH:9][CH:8]=1.[OH-].[Na+].C(OCC)(=O)C. Given the product [Cl:6][C:7]1[CH:35]=[CH:34][C:10]([CH2:11][C:12]2[N:13]=[C:14]([O:30][CH2:31][CH2:32][CH3:33])[C:15]3[N:20]=[C:19]([C:21]4[CH:22]=[C:23]([CH3:29])[C:24]([O:28][CH2:1][CH:3]5[CH2:4][O:5]5)=[C:25]([CH3:27])[CH:26]=4)[O:18][C:16]=3[N:17]=2)=[CH:9][CH:8]=1, predict the reactants needed to synthesize it. (4) Given the product [F:41][C:23]([F:22])([F:42])[C:24]([NH:26][CH2:27][C:28]1[CH:33]=[CH:32][C:31]([F:34])=[C:30]([CH:35]2[CH2:40][CH2:39][N:38]([C:18]([C:7]3[C:6]4[C:10](=[C:2]([F:1])[CH:3]=[CH:4][CH:5]=4)[N:9]([CH2:11][CH2:12][O:13][C:14]([F:15])([F:16])[F:17])[CH:8]=3)=[O:20])[CH2:37][CH2:36]2)[CH:29]=1)=[O:25], predict the reactants needed to synthesize it. The reactants are: [F:1][C:2]1[CH:3]=[CH:4][CH:5]=[C:6]2[C:10]=1[N:9]([CH2:11][CH2:12][O:13][C:14]([F:17])([F:16])[F:15])[CH:8]=[C:7]2[C:18]([OH:20])=O.Cl.[F:22][C:23]([F:42])([F:41])[C:24]([NH:26][CH2:27][C:28]1[CH:33]=[CH:32][C:31]([F:34])=[C:30]([CH:35]2[CH2:40][CH2:39][NH:38][CH2:37][CH2:36]2)[CH:29]=1)=[O:25].CCN=C=NCCCN(C)C.CCN(CC)CC. (5) Given the product [OH:22][C:19]([C:16]1[CH:17]=[CH:18][C:13]([C:12]([NH:11][C:4]2[CH:3]=[C:2]([N:28]3[CH2:29][CH2:30][CH2:31][N:25]([CH3:24])[CH2:26][CH2:27]3)[N:7]3[N:8]=[CH:9][CH:10]=[C:6]3[N:5]=2)=[O:23])=[CH:14][CH:15]=1)([CH3:21])[CH3:20], predict the reactants needed to synthesize it. The reactants are: Cl[C:2]1[N:7]2[N:8]=[CH:9][CH:10]=[C:6]2[N:5]=[C:4]([NH:11][C:12](=[O:23])[C:13]2[CH:18]=[CH:17][C:16]([C:19]([OH:22])([CH3:21])[CH3:20])=[CH:15][CH:14]=2)[CH:3]=1.[CH3:24][N:25]1[CH2:31][CH2:30][CH2:29][NH:28][CH2:27][CH2:26]1. (6) Given the product [CH3:31][O:30][C:26]1[CH:27]=[CH:28][CH:29]=[C:4]([O:3][CH3:2])[C:5]=1/[CH:6]=[CH:49]/[C:48]1[CH:47]=[C:46]([CH2:45][CH2:44][CH2:43][N:34]2[C:35](=[O:42])[C:36]3[C:41](=[CH:40][CH:39]=[CH:38][CH:37]=3)[C:33]2=[O:32])[CH:53]=[CH:52][CH:51]=1, predict the reactants needed to synthesize it. The reactants are: [Br-].[CH3:2][O:3][C:4]1[CH:29]=[CH:28][CH:27]=[C:26]([O:30][CH3:31])[C:5]=1[CH2:6][P+](C1C=CC=CC=1)(C1C=CC=CC=1)C1C=CC=CC=1.[O:32]=[C:33]1[C:41]2[C:36](=[CH:37][CH:38]=[CH:39][CH:40]=2)[C:35](=[O:42])[N:34]1[CH2:43][CH2:44][CH2:45][C:46]1[CH:47]=[C:48]([CH:51]=[CH:52][CH:53]=1)[CH:49]=O.